Task: Predict the product of the given reaction.. Dataset: Forward reaction prediction with 1.9M reactions from USPTO patents (1976-2016) (1) The product is: [C:22]([NH:21][C:19]([C:18]1[C:17]([F:29])=[C:16]([CH:28]=[CH:27][CH:26]=1)[CH2:15][N:4]1[CH2:5][CH2:6][N:1]([C:7]([O:9][C:10]([CH3:13])([CH3:12])[CH3:11])=[O:8])[CH2:2][CH2:3]1)=[O:20])([CH3:25])([CH3:23])[CH3:24]. Given the reactants [N:1]1([C:7]([O:9][C:10]([CH3:13])([CH3:12])[CH3:11])=[O:8])[CH2:6][CH2:5][NH:4][CH2:3][CH2:2]1.Br[CH2:15][C:16]1[C:17]([F:29])=[C:18]([CH:26]=[CH:27][CH:28]=1)[C:19]([NH:21][C:22]([CH3:25])([CH3:24])[CH3:23])=[O:20].[I-].[Na+].C(N(CC)CC)C, predict the reaction product. (2) Given the reactants [CH2:1]([O:8][C:9]([NH:11][C@@H:12]([C:16]12[CH2:25][CH:20]3[CH2:21][CH:22]([CH2:24][C:18]([OH:26])([CH2:19]3)[CH2:17]1)[CH2:23]2)[C:13](O)=[O:14])=[O:10])[C:2]1[CH:7]=[CH:6][CH:5]=[CH:4][CH:3]=1.[C@H:27]12[CH2:32][C@H:31]1[CH2:30][C@@H:29]([C:33]([NH2:35])=[O:34])[NH:28]2.ON1C2C=CC=CC=2N=N1.C(N(CC)C(C)C)(C)C, predict the reaction product. The product is: [C:33]([C@@H:29]1[CH2:30][C@H:31]2[C@H:27]([CH2:32]2)[N:28]1[C:13](=[O:14])[C@@H:12]([NH:11][C:9](=[O:10])[O:8][CH2:1][C:2]1[CH:7]=[CH:6][CH:5]=[CH:4][CH:3]=1)[C:16]12[CH2:25][CH:20]3[CH2:21][CH:22]([CH2:24][C:18]([OH:26])([CH2:19]3)[CH2:17]1)[CH2:23]2)(=[O:34])[NH2:35]. (3) Given the reactants [Cl:1][CH:2]([Cl:23])[C:3]([N:5]1[C@H:9]([CH2:10][F:11])[C@@H:8]([C:12]2[CH:20]=[CH:19][C:15]([C:16](O)=[O:17])=[CH:14][CH:13]=2)[O:7][C:6]1([CH3:22])[CH3:21])=[O:4].C(N1C=CN=C1)(N1C=CN=C1)=O.C([O-])(=O)C.[Na+].O[NH:42][C:43](=[NH:53])[CH2:44][NH:45][C:46](=[O:52])[O:47][C:48]([CH3:51])([CH3:50])[CH3:49], predict the reaction product. The product is: [Cl:23][CH:2]([Cl:1])[C:3]([N:5]1[C@H:9]([CH2:10][F:11])[C@@H:8]([C:12]2[CH:20]=[CH:19][C:15]([C:16]3[O:17][N:53]=[C:43]([CH2:44][NH:45][C:46](=[O:52])[O:47][C:48]([CH3:50])([CH3:49])[CH3:51])[N:42]=3)=[CH:14][CH:13]=2)[O:7][C:6]1([CH3:22])[CH3:21])=[O:4]. (4) Given the reactants [H-].[Na+].[Si:3]([O:10][C@H:11]([C:35]1[CH:40]=[CH:39][CH:38]=[CH:37][CH:36]=1)[C@H:12]1[CH2:16][CH2:15][C@@H:14]([CH2:17][C:18]2[CH:23]=[CH:22][C:21]([C:24](=[O:27])[NH:25][CH3:26])=[CH:20][CH:19]=2)[N:13]1[C:28]([O:30][C:31]([CH3:34])([CH3:33])[CH3:32])=[O:29])([C:6]([CH3:9])([CH3:8])[CH3:7])([CH3:5])[CH3:4].Br[CH2:42][C:43]1[CH:48]=[CH:47][CH:46]=[CH:45][C:44]=1[F:49].O, predict the reaction product. The product is: [Si:3]([O:10][C@H:11]([C:35]1[CH:36]=[CH:37][CH:38]=[CH:39][CH:40]=1)[C@H:12]1[CH2:16][CH2:15][C@@H:14]([CH2:17][C:18]2[CH:19]=[CH:20][C:21]([C:24](=[O:27])[N:25]([CH2:42][C:43]3[CH:48]=[CH:47][CH:46]=[CH:45][C:44]=3[F:49])[CH3:26])=[CH:22][CH:23]=2)[N:13]1[C:28]([O:30][C:31]([CH3:33])([CH3:32])[CH3:34])=[O:29])([C:6]([CH3:7])([CH3:8])[CH3:9])([CH3:5])[CH3:4]. (5) Given the reactants Br[C:2]1[CH:7]=[CH:6][N:5]([CH2:8][C@H:9]([OH:21])[CH2:10][N:11]2[CH2:20][CH2:19][C:18]3[C:13](=[CH:14][CH:15]=[CH:16][CH:17]=3)[CH2:12]2)[C:4](=[O:22])[CH:3]=1.[NH2:23][C:24]1[CH:29]=[CH:28][CH:27]=[CH:26][CH:25]=1.CC1(C)C2C(=C(P(C3C=CC=CC=3)C3C=CC=CC=3)C=CC=2)OC2C(P(C3C=CC=CC=3)C3C=CC=CC=3)=CC=CC1=2.CC([O-])(C)C.[K+], predict the reaction product. The product is: [CH2:12]1[C:13]2[C:18](=[CH:17][CH:16]=[CH:15][CH:14]=2)[CH2:19][CH2:20][N:11]1[CH2:10][C@@H:9]([OH:21])[CH2:8][N:5]1[CH:6]=[CH:7][C:2]([NH:23][C:24]2[CH:29]=[CH:28][CH:27]=[CH:26][CH:25]=2)=[CH:3][C:4]1=[O:22]. (6) The product is: [NH2:23][CH:18]([CH2:19][CH2:20][CH:21]=[CH2:22])[C@@H:17]([OH:26])[C@@H:9]([N:8]([CH2:27][C:28]1[CH:29]=[CH:30][CH:31]=[CH:32][CH:33]=1)[CH2:1][C:2]1[CH:3]=[CH:4][CH:5]=[CH:6][CH:7]=1)[CH2:10][C:11]1[CH:16]=[CH:15][CH:14]=[CH:13][CH:12]=1. Given the reactants [CH2:1]([N:8]([CH2:27][C:28]1[CH:33]=[CH:32][CH:31]=[CH:30][CH:29]=1)[C@H:9]([C@H:17]([OH:26])[CH:18]([N+:23]([O-])=O)[CH2:19][CH2:20][CH:21]=[CH2:22])[CH2:10][C:11]1[CH:16]=[CH:15][CH:14]=[CH:13][CH:12]=1)[C:2]1[CH:7]=[CH:6][CH:5]=[CH:4][CH:3]=1.Cl, predict the reaction product.